Dataset: Catalyst prediction with 721,799 reactions and 888 catalyst types from USPTO. Task: Predict which catalyst facilitates the given reaction. (1) Reactant: [N:1]1[CH:6]=[CH:5][CH:4]=[CH:3][C:2]=1[C:7]1[N:11]=[C:10]([C:12]2[CH:17]=[C:16]([C:18]#[N:19])[CH:15]=[C:14]([CH2:20]Br)[CH:13]=2)[O:9][N:8]=1.[NH3:22]. Product: [N:1]1[CH:6]=[CH:5][CH:4]=[CH:3][C:2]=1[C:7]1[N:11]=[C:10]([C:12]2[CH:17]=[C:16]([C:18]#[N:19])[CH:15]=[C:14]([CH2:20][NH2:22])[CH:13]=2)[O:9][N:8]=1. The catalyst class is: 4. (2) Reactant: [CH3:1][NH:2][CH2:3][CH2:4][OH:5].Br[CH2:7][C:8]1[CH:9]=[C:10]([CH:13]=[CH:14][CH:15]=1)[C:11]#[N:12]. Product: [OH:5][CH2:4][CH2:3][N:2]([CH2:7][C:8]1[CH:9]=[C:10]([CH:13]=[CH:14][CH:15]=1)[C:11]#[N:12])[CH3:1]. The catalyst class is: 2.